Predict the reactants needed to synthesize the given product. From a dataset of Full USPTO retrosynthesis dataset with 1.9M reactions from patents (1976-2016). (1) Given the product [CH3:22][N:2]([CH3:1])[C:3]1[C:8]([NH2:9])=[CH:7][CH:6]=[C:5]([NH:12][CH2:13][C:14]2[C:19]([CH3:20])=[CH:18][CH:17]=[C:16]([F:21])[CH:15]=2)[N:4]=1, predict the reactants needed to synthesize it. The reactants are: [CH3:1][N:2]([CH3:22])[C:3]1[C:8]([N+:9]([O-])=O)=[CH:7][CH:6]=[C:5]([NH:12][CH2:13][C:14]2[C:19]([CH3:20])=[CH:18][CH:17]=[C:16]([F:21])[CH:15]=2)[N:4]=1.O.NN. (2) Given the product [CH3:25][S:26]([O:17][CH2:16][C:9]12[CH2:15][CH:13]3[CH2:12][CH:11]([CH2:10]1)[C:7]([C:2]1([CH3:1])[O:3][CH2:4][CH2:5][O:6]1)([CH2:14]3)[CH2:8]2)(=[O:28])=[O:27], predict the reactants needed to synthesize it. The reactants are: [CH3:1][C:2]1([C:7]23[CH2:14][CH:13]4[CH2:15][C:9]([CH2:16][OH:17])([CH2:10][CH:11]2[CH2:12]4)[CH2:8]3)[O:6][CH2:5][CH2:4][O:3]1.C(N(CC)CC)C.[CH3:25][S:26](Cl)(=[O:28])=[O:27]. (3) Given the product [CH3:18][O:17][C:15]([C:14]1[CH:13]=[CH:12][N:2]=[C:3]([NH2:5])[N:4]=1)([O:19][CH3:20])[CH3:16], predict the reactants needed to synthesize it. The reactants are: Cl.[NH2:2][C:3]([NH2:5])=[NH:4].[O-]CC.[Na+].CN(C)[CH:12]=[CH:13][C:14](=O)[C:15]([O:19][CH3:20])([O:17][CH3:18])[CH3:16]. (4) Given the product [Br:1][C:2]1[C:10]2[C:9]3[CH2:11][N:12]([CH2:21][C:22]([F:25])([F:24])[F:23])[C:13](=[O:20])[C@H:14]([CH2:16][C:17](=[O:19])[N:58]4[CH2:59][CH2:60][CH:61]([N:64]5[CH2:70][CH2:69][C:68]6[CH:71]=[CH:72][CH:73]=[CH:74][C:67]=6[NH:66][C:65]5=[O:75])[CH2:62][CH2:63]4)[CH2:15][C:8]=3[CH:7]=[C:6]([Br:26])[C:5]=2[NH:4][N:3]=1, predict the reactants needed to synthesize it. The reactants are: [Br:1][C:2]1[C:10]2[C:9]3[CH2:11][N:12]([CH2:21][C:22]([F:25])([F:24])[F:23])[C:13](=[O:20])[C@H:14]([CH2:16][C:17]([OH:19])=O)[CH2:15][C:8]=3[CH:7]=[C:6]([Br:26])[C:5]=2[NH:4][N:3]=1.C(N(CC)C(C)C)(C)C.CN(C(ON1N=NC2C=CC=CC1=2)=[N+](C)C)C.[B-](F)(F)(F)F.[NH:58]1[CH2:63][CH2:62][CH:61]([N:64]2[CH2:70][CH2:69][C:68]3[CH:71]=[CH:72][CH:73]=[CH:74][C:67]=3[NH:66][C:65]2=[O:75])[CH2:60][CH2:59]1. (5) Given the product [OH:40][C:34]1([CH3:33])[CH2:39][CH2:38][N:37]([C:2]2[CH:3]=[CH:4][C:5]([N:8]3[CH:12]=[CH:11][C:10]([CH:13]([C:15]4[CH:32]=[CH:31][C:18]5[N:19]([CH2:23][O:24][CH2:25][CH2:26][Si:27]([CH3:30])([CH3:29])[CH3:28])[C:20](=[O:22])[S:21][C:17]=5[CH:16]=4)[CH3:14])=[N:9]3)=[N:6][CH:7]=2)[CH2:36][CH2:35]1, predict the reactants needed to synthesize it. The reactants are: I[C:2]1[CH:3]=[CH:4][C:5]([N:8]2[CH:12]=[CH:11][C:10]([CH:13]([C:15]3[CH:32]=[CH:31][C:18]4[N:19]([CH2:23][O:24][CH2:25][CH2:26][Si:27]([CH3:30])([CH3:29])[CH3:28])[C:20](=[O:22])[S:21][C:17]=4[CH:16]=3)[CH3:14])=[N:9]2)=[N:6][CH:7]=1.[CH3:33][C:34]1([OH:40])[CH2:39][CH2:38][NH:37][CH2:36][CH2:35]1. (6) Given the product [CH3:1][C:2]1[CH:3]=[CH:4][C:5]([NH:15][C:16]2[C:21]([C:22]([F:23])([F:24])[F:25])=[CH:20][CH:19]=[CH:18][C:17]=2[F:26])=[C:6]([CH2:8][C:9]([OH:11])=[O:10])[CH:7]=1, predict the reactants needed to synthesize it. The reactants are: [CH3:1][C:2]1[CH:3]=[CH:4][C:5]([NH:15][C:16]2[C:21]([C:22]([F:25])([F:24])[F:23])=[CH:20][CH:19]=[CH:18][C:17]=2[F:26])=[C:6]([CH2:8][C:9]([O:11]C(C)C)=[O:10])[CH:7]=1. (7) The reactants are: [CH:1]1([CH2:4][O:5][C:6]2[N:11]=[C:10]([C:12]([NH:14][C:15]3([CH2:19][C:20](O)=[O:21])[CH2:18][S:17][CH2:16]3)=[O:13])[CH:9]=[CH:8][C:7]=2[C:23]2([F:27])[CH2:26][O:25][CH2:24]2)[CH2:3][CH2:2]1.C1N=C[N:30](C(N2C=NC=C2)=O)C=1.N. Given the product [NH2:30][C:20](=[O:21])[CH2:19][C:15]1([NH:14][C:12]([C:10]2[CH:9]=[CH:8][C:7]([C:23]3([F:27])[CH2:26][O:25][CH2:24]3)=[C:6]([O:5][CH2:4][CH:1]3[CH2:2][CH2:3]3)[N:11]=2)=[O:13])[CH2:18][S:17][CH2:16]1, predict the reactants needed to synthesize it.